From a dataset of Reaction yield outcomes from USPTO patents with 853,638 reactions. Predict the reaction yield, written as a fraction of the theoretical maximum amount of product (1.0 means a 100% yield; for example, 0.34 means a 34% yield). (1) The product is [CH2:18]([C:13]1[C:12]([CH2:11][NH:10][C:7]2[CH:8]=[CH:9][C:4]([C:3]([NH:36][CH:35]([CH3:40])[CH3:34])=[O:22])=[CH:5][N:6]=2)=[C:16]([CH3:17])[O:15][N:14]=1)[CH2:19][CH2:20][CH3:21]. The reactants are CO[C:3](=[O:22])[C:4]1[CH:9]=[CH:8][C:7]([NH:10][CH2:11][C:12]2[C:13]([CH2:18][CH2:19][CH2:20][CH3:21])=[N:14][O:15][C:16]=2[CH3:17])=[N:6][CH:5]=1.COC(=O)C1C=CC(OC[C:34]2[C:35]([CH2:40]CCC)=[N:36]OC=2C)=NC=1. No catalyst specified. The yield is 0.700. (2) The catalyst is C(OCC)(=O)C.[Pd]. The product is [OH:37][C:21]1[C:22]([O:35][CH3:36])=[C:23]([C:25]2[CH:26]=[C:27]3[C:31](=[CH:32][CH:33]=2)[N:30]([CH3:34])[CH:29]=[CH:28]3)[NH:24][C:9](=[O:8])[C:10]=1[C:11]([OH:13])=[O:12]. The reactants are C([O:8][C:9]1[N:24]=[C:23]([C:25]2[CH:26]=[C:27]3[C:31](=[CH:32][CH:33]=2)[N:30]([CH3:34])[CH:29]=[CH:28]3)[C:22]([O:35][CH3:36])=[C:21]([O:37]CC2C=CC=CC=2)[C:10]=1[C:11]([O:13]CC1C=CC=CC=1)=[O:12])C1C=CC=CC=1. The yield is 0.690. (3) The reactants are Cl.[NH2:2][C@@H:3]([CH3:28])[C:4]([N:6]1[CH2:10][C@H:9]([OH:11])[CH2:8][C@H:7]1[C:12]([NH:14][CH2:15][C:16]1[CH:21]=[CH:20][C:19]([C:22]2[S:26][CH:25]=[N:24][C:23]=2[CH3:27])=[CH:18][CH:17]=1)=[O:13])=[O:5].[CH3:29][O:30][CH2:31][CH2:32][C:33](O)=[O:34].CCN(C(C)C)C(C)C.CN(C(ON1N=NC2C=CC=NC1=2)=[N+](C)C)C.F[P-](F)(F)(F)(F)F. The catalyst is CN(C=O)C. The product is [OH:11][C@H:9]1[CH2:10][N:6]([C:4](=[O:5])[C@@H:3]([NH:2][C:33](=[O:34])[CH2:32][CH2:31][O:30][CH3:29])[CH3:28])[C@H:7]([C:12]([NH:14][CH2:15][C:16]2[CH:21]=[CH:20][C:19]([C:22]3[S:26][CH:25]=[N:24][C:23]=3[CH3:27])=[CH:18][CH:17]=2)=[O:13])[CH2:8]1. The yield is 0.480. (4) The reactants are [C:1]([O:5][C:6](=[O:18])[NH:7][C:8]1[C:13](I)=[CH:12][C:11]([C:15]#[N:16])=[CH:10][C:9]=1[Br:17])([CH3:4])([CH3:3])[CH3:2].[CH2:19]([O:21][CH:22]([O:25][CH2:26][CH3:27])[C:23]#[CH:24])[CH3:20].C(N(CC)CC)C.N1CCCN2CCCCCC=12. The catalyst is [Cu]I.C1C=CC(P(C2C=CC=CC=2)C2C=CC=CC=2)=CC=1.C1C=CC(P(C2C=CC=CC=2)C2C=CC=CC=2)=CC=1.Cl[Pd]Cl.O.CN(C=O)C. The product is [C:1]([O:5][C:6]([N:7]1[C:8]2[C:13](=[CH:12][C:11]([C:15]#[N:16])=[CH:10][C:9]=2[Br:17])[CH:24]=[C:23]1[CH:22]([O:25][CH2:26][CH3:27])[O:21][CH2:19][CH3:20])=[O:18])([CH3:4])([CH3:3])[CH3:2]. The yield is 0.640. (5) The reactants are [CH3:1][O:2][C:3]1[CH:4]=[C:5]2[C:10](=[CH:11][C:12]=1[O:13][CH3:14])[N:9]=C(SC)C=C2OC1C=CC(NC(C2(C(NC3C=CC(F)=CC=3)=O)CC2)=O)=CC=1F.CS[C:43]([S:54][CH3:55])=[C:44]1[C:49](=[O:50])[O:48][C:47]([CH3:52])([CH3:51])[O:46][C:45]1=[O:53]. The catalyst is CCO. The product is [CH3:14][O:13][C:12]1[CH:11]=[C:10]([NH:9][C:43]([S:54][CH3:55])=[C:44]2[C:49](=[O:50])[O:48][C:47]([CH3:52])([CH3:51])[O:46][C:45]2=[O:53])[CH:5]=[CH:4][C:3]=1[O:2][CH3:1]. The yield is 0.830. (6) The catalyst is C1COCC1. The product is [CH3:18][O:17][C:11]1[CH:10]=[CH:9][C:8]([F:7])=[CH:13][C:12]=1[CH2:14][CH:15]([OH:16])[CH2:4][CH2:3][CH:2]=[CH2:1]. The reactants are [CH:1]([Mg]Br)=[CH:2][CH2:3][CH3:4].[F:7][C:8]1[CH:9]=[CH:10][C:11]([O:17][CH3:18])=[C:12]([CH2:14][CH:15]=[O:16])[CH:13]=1.[Cl-].[NH4+]. The yield is 0.740. (7) The yield is 0.660. The product is [Cl:1][C:2]1[CH:3]=[CH:4][C:5]([CH3:11])=[C:6]([NH:8][C:9]([NH:12][C:13]2[CH:17]=[CH:16][NH:15][N:14]=2)=[S:10])[CH:7]=1. The reactants are [Cl:1][C:2]1[CH:3]=[CH:4][C:5]([CH3:11])=[C:6]([N:8]=[C:9]=[S:10])[CH:7]=1.[NH2:12][C:13]1[CH:17]=[CH:16][NH:15][N:14]=1. No catalyst specified. (8) The reactants are Br[C:2]1[C:9]([O:10][CH2:11][CH2:12][CH2:13][Br:14])=[CH:8][CH:7]=[CH:6][C:3]=1[CH:4]=[O:5].[B:15]1([B:15]2[O:19][C:18]([CH3:21])([CH3:20])[C:17]([CH3:23])([CH3:22])[O:16]2)[O:19][C:18]([CH3:21])([CH3:20])[C:17]([CH3:23])([CH3:22])[O:16]1.CC([O-])=O.[K+]. The catalyst is C1C=CC(P(C2C=CC=CC=2)[C-]2C=CC=C2)=CC=1.C1C=CC(P(C2C=CC=CC=2)[C-]2C=CC=C2)=CC=1.Cl[Pd]Cl.[Fe+2].COCCOC. The product is [Br:14][CH2:13][CH2:12][CH2:11][O:10][C:9]1[C:2]([B:15]2[O:19][C:18]([CH3:21])([CH3:20])[C:17]([CH3:23])([CH3:22])[O:16]2)=[C:3]([CH:6]=[CH:7][CH:8]=1)[CH:4]=[O:5]. The yield is 0.220.